This data is from Peptide-MHC class I binding affinity with 185,985 pairs from IEDB/IMGT. The task is: Regression. Given a peptide amino acid sequence and an MHC pseudo amino acid sequence, predict their binding affinity value. This is MHC class I binding data. (1) The peptide sequence is LFQPLHTVM. The MHC is HLA-B53:01 with pseudo-sequence HLA-B53:01. The binding affinity (normalized) is 0.213. (2) The peptide sequence is GVEVRYIDI. The MHC is HLA-A02:02 with pseudo-sequence HLA-A02:02. The binding affinity (normalized) is 0.132. (3) The peptide sequence is PIPSSWAFGK. The MHC is HLA-A68:01 with pseudo-sequence HLA-A68:01. The binding affinity (normalized) is 0.352. (4) The peptide sequence is GSEVPGFCH. The MHC is HLA-A01:01 with pseudo-sequence HLA-A01:01. The binding affinity (normalized) is 0.0847. (5) The binding affinity (normalized) is 0. The MHC is HLA-A02:06 with pseudo-sequence HLA-A02:06. The peptide sequence is SELPDFACS.